The task is: Predict which catalyst facilitates the given reaction.. This data is from Catalyst prediction with 721,799 reactions and 888 catalyst types from USPTO. (1) Reactant: [F:1][C:2]1[C:3]([CH3:17])=[N:4][C:5]2[C:10]([CH:11]=1)=[CH:9][CH:8]=[C:7]([O:12][CH2:13][CH2:14][O:15][CH3:16])[CH:6]=2.[O:18]1CCOCC1. Product: [F:1][C:2]1[C:3]([CH:17]=[O:18])=[N:4][C:5]2[C:10]([CH:11]=1)=[CH:9][CH:8]=[C:7]([O:12][CH2:13][CH2:14][O:15][CH3:16])[CH:6]=2. The catalyst class is: 6. (2) Product: [CH3:11][C:10]1([CH3:12])[CH2:9][C:8]2[NH:7][N:6]=[CH:5][C:4]=2[C:3]2[N:24]=[C:22]([NH:21][C:16]3[N:17]=[CH:18][CH:19]=[CH:20][N:15]=3)[S:23][C:2]1=2. The catalyst class is: 8. Reactant: Br[C:2]1(Br)[C:10]([CH3:12])([CH3:11])[CH2:9][C:8]2[NH:7][N:6]=[CH:5][C:4]=2[C:3]1=O.[N:15]1[CH:20]=[CH:19][CH:18]=[N:17][C:16]=1[NH:21][C:22]([NH2:24])=[S:23]. (3) Reactant: [CH2:1]1[C:9]2[C:4](=[CH:5][CH:6]=[CH:7][CH:8]=2)[CH2:3][C:2]1=O.[ClH:11].[CH3:12][NH2:13].[C-:14]#[N:15].[K+]. Product: [ClH:11].[CH3:12][NH:13][C:2]1([C:14]#[N:15])[CH2:3][C:4]2[C:9](=[CH:8][CH:7]=[CH:6][CH:5]=2)[CH2:1]1. The catalyst class is: 24. (4) Reactant: Cl[C:2]1[C:7]([C:8]([O:10]CC)=O)=[CH:6][N:5]=[CH:4][N:3]=1.[CH2:13]([O:20][NH:21][C:22](=[O:30])[CH2:23][C:24]1[CH:29]=[CH:28][CH:27]=[CH:26][CH:25]=1)[C:14]1[CH:19]=[CH:18][CH:17]=[CH:16][CH:15]=1.C(=O)([O-])[O-].[K+].[K+].C(OCC)(=O)C. Product: [CH2:13]([O:20][N:21]1[C:2]2[N:3]=[CH:4][N:5]=[CH:6][C:7]=2[C:8]([OH:10])=[C:23]([C:24]2[CH:29]=[CH:28][CH:27]=[CH:26][CH:25]=2)[C:22]1=[O:30])[C:14]1[CH:15]=[CH:16][CH:17]=[CH:18][CH:19]=1. The catalyst class is: 18. (5) Product: [C:1]([NH:5][S:6]([C:9]1([CH2:12][OH:13])[CH2:10][CH2:11]1)(=[O:8])=[O:7])([CH3:4])([CH3:3])[CH3:2]. Reactant: [C:1]([NH:5][S:6]([C:9]1([CH:12]=[O:13])[CH2:11][CH2:10]1)(=[O:8])=[O:7])([CH3:4])([CH3:3])[CH3:2].[BH4-].[Na+]. The catalyst class is: 430. (6) Reactant: Br[CH2:2][C:3]1[CH:12]=C(C#N)[CH:10]=[CH:9][C:4]=1[C:5]([O:7]C)=O.[NH3:15].CC[O:18][C:19]([CH3:21])=[O:20]. Product: [O:7]=[C:5]1[C:4]2[C:3](=[CH:12][C:21]([C:19]([OH:18])=[O:20])=[CH:10][CH:9]=2)[CH2:2][NH:15]1. The catalyst class is: 5. (7) Reactant: [CH3:1][C:2]1([CH3:36])[CH2:6][C@H:5]([CH3:7])[CH2:4][N:3]1[C:8]1[N:35]=[CH:34][CH:33]=[CH:32][C:9]=1[C:10]([NH:12][S:13]([N:16]1[CH2:21][CH2:20][N:19](C(OCC2C=CC=CC=2)=O)[CH2:18][CH2:17]1)(=[O:15])=[O:14])=[O:11]. Product: [N:16]1([S:13]([NH:12][C:10](=[O:11])[C:9]2[CH:32]=[CH:33][CH:34]=[N:35][C:8]=2[N:3]2[CH2:4][C@@H:5]([CH3:7])[CH2:6][C:2]2([CH3:36])[CH3:1])(=[O:14])=[O:15])[CH2:21][CH2:20][NH:19][CH2:18][CH2:17]1. The catalyst class is: 43.